From a dataset of Forward reaction prediction with 1.9M reactions from USPTO patents (1976-2016). Predict the product of the given reaction. (1) Given the reactants O=C1[NH:6][CH:5]([CH2:7][CH2:8][CH2:9][CH2:10][NH:11][C:12](=[O:17])[C:13]([F:16])([F:15])[F:14])[C:4](=[O:18])[O:3]1.N[C@H](C(O)=[O:27])CCCCN.CO.C1C=CC=CC=1, predict the reaction product. The product is: [C:12]([OH:17])([C:13]([F:16])([F:15])[F:14])=[O:27].[NH2:6][C@H:5]([C:4]([OH:18])=[O:3])[CH2:7][CH2:8][CH2:9][CH2:10][NH2:11]. (2) Given the reactants [NH2:1][C:2]1[NH:6][N:5]=[C:4]([C:7]2[CH:12]=[CH:11][C:10]([O:13][C:14]3[CH:19]=[CH:18][CH:17]=[CH:16][CH:15]=3)=[CH:9][CH:8]=2)[C:3]=1[C:20]([NH2:22])=[O:21].F[C:24]1[CH:37]=[C:36]([N+:38]([O-:40])=[O:39])[CH:35]=[CH:34][C:25]=1[CH2:26][O:27][CH:28]1[CH2:33][CH2:32][CH2:31][CH2:30][O:29]1.C([O-])([O-])=O.[K+].[K+], predict the reaction product. The product is: [NH2:1][C:2]1[N:6]([C:24]2[CH:37]=[C:36]([N+:38]([O-:40])=[O:39])[CH:35]=[CH:34][C:25]=2[CH2:26][O:27][CH:28]2[CH2:33][CH2:32][CH2:31][CH2:30][O:29]2)[N:5]=[C:4]([C:7]2[CH:8]=[CH:9][C:10]([O:13][C:14]3[CH:19]=[CH:18][CH:17]=[CH:16][CH:15]=3)=[CH:11][CH:12]=2)[C:3]=1[C:20]([NH2:22])=[O:21]. (3) Given the reactants [C:1]1([CH:7]=[CH:8][C:9]([C:11]2[CH:16]=[CH:15][CH:14]=[CH:13][CH:12]=2)=[O:10])[CH:6]=[CH:5][CH:4]=[CH:3][CH:2]=1.[OH:17][CH2:18]C(C1C=CC=CC=1)=O.C[O:28]C1C=CC(C=O)=CC=1.[OH-].[K+], predict the reaction product. The product is: [OH:28][C:6]1[CH:5]=[CH:4][CH:3]=[CH:2][C:1]=1[CH:7]=[CH:8][C:9]([C:11]1[CH:16]=[CH:15][C:14]([O:17][CH3:18])=[CH:13][CH:12]=1)=[O:10]. (4) Given the reactants Cl[C:2]1[CH:7]=[C:6]([Cl:8])[N:5]=[CH:4][N:3]=1.CCN(C(C)C)C(C)C.[N:18]1[CH:23]=[CH:22][C:21]([CH2:24][NH2:25])=[CH:20][CH:19]=1.O, predict the reaction product. The product is: [Cl:8][C:6]1[N:5]=[CH:4][N:3]=[C:2]([NH:25][CH2:24][C:21]2[CH:22]=[CH:23][N:18]=[CH:19][CH:20]=2)[CH:7]=1. (5) Given the reactants [F:1][C:2]1[CH:10]=[CH:9][C:5]([C:6]([OH:8])=O)=[CH:4][C:3]=1[CH3:11].C1C=CC2N(O)N=NC=2C=1.CCN=C=NCCCN(C)C.Cl.[NH2:34][CH2:35][C:36]([C:46]([F:49])([F:48])[F:47])([C:38]1[CH:43]=[C:42]([Cl:44])[CH:41]=[C:40]([Cl:45])[CH:39]=1)[OH:37].C(N(CC)CC)C, predict the reaction product. The product is: [NH2:34][CH2:35][C:36]([C:46]([F:48])([F:49])[F:47])([C:38]1[CH:43]=[C:42]([Cl:44])[CH:41]=[C:40]([Cl:45])[CH:39]=1)[OH:37].[Cl:44][C:42]1[CH:43]=[C:38]([C:36]([OH:37])([C:46]([F:47])([F:48])[F:49])[CH2:35][NH:34][C:6](=[O:8])[C:5]2[CH:9]=[CH:10][C:2]([F:1])=[C:3]([CH3:11])[CH:4]=2)[CH:39]=[C:40]([Cl:45])[CH:41]=1. (6) Given the reactants [C:1]([C:4]12[CH2:11][CH2:10][C:7]([NH:12][CH2:13][C:14]([N:16]3[CH2:20][C@@H:19]([F:21])[CH2:18][C@H:17]3[C:22]#[N:23])=[O:15])([CH2:8][CH2:9]1)[CH2:6][CH2:5]2)(O)=[O:2].ON1C2C=CC=CC=2N=N1.CN(C)C=O.[NH2:39][C@@H:40]([CH2:42][CH2:43][CH2:44][CH2:45][CH3:46])[CH3:41], predict the reaction product. The product is: [F:21][C@@H:19]1[CH2:20][N:16]([C:14](=[O:15])[CH2:13][NH:12][C:7]23[CH2:6][CH2:5][C:4]([C:1]([NH:39][C@@H:40]([CH2:42][CH2:43][CH2:44][CH2:45][CH3:46])[CH3:41])=[O:2])([CH2:9][CH2:8]2)[CH2:11][CH2:10]3)[C@H:17]([C:22]#[N:23])[CH2:18]1. (7) Given the reactants CS(Cl)(=O)=O.OCC[N:9](CCO)[S:10]([C:13]1[CH:18]=[CH:17][C:16](C)=[CH:15][CH:14]=1)(=[O:12])=[O:11].C(N(CC)CC)C, predict the reaction product. The product is: [C:13]1([S:10]([NH2:9])(=[O:12])=[O:11])[CH:18]=[CH:17][CH:16]=[CH:15][CH:14]=1.